Dataset: Forward reaction prediction with 1.9M reactions from USPTO patents (1976-2016). Task: Predict the product of the given reaction. The product is: [CH3:25][S:21]([C:3]1[N:8]=[C:7]([C:9]2[CH:10]=[CH:11][C:12]([C:15]([F:18])([F:16])[F:17])=[CH:13][CH:14]=2)[CH:6]=[CH:5][N:4]=1)(=[O:23])=[O:20]. Given the reactants CS[C:3]1[N:8]=[C:7]([C:9]2[CH:14]=[CH:13][C:12]([C:15]([F:18])([F:17])[F:16])=[CH:11][CH:10]=2)[CH:6]=[CH:5][N:4]=1.O[O:20][S:21]([O-:23])=O.[K+].[CH3:25]O, predict the reaction product.